From a dataset of Drug-target binding data from BindingDB using IC50 measurements. Regression. Given a target protein amino acid sequence and a drug SMILES string, predict the binding affinity score between them. We predict pIC50 (pIC50 = -log10(IC50 in M); higher means more potent). Dataset: bindingdb_ic50. (1) The drug is N#Cc1cccc(CC(CCCS)C(=O)O)c1. The target protein sequence is KSSNEATNITPKHNMKAFLDELKAENIKKFLYNFTQIPHLAGTEQNFQLAKQIQSQWKEFGLDSVELAHYDVLLSYPNKTHPNYISIINEDGNEIFNTSLFEPPPPGYENVSDIVPPFSAFSPQGMPEGDLVYVNYARTEDFFKLERDMKINCSGKIVIARYGKVFRGNKVKNAQLAGAKGVILYSDPADYFAPGVKSYPDGWNLPGGGVQRGNILNLNGAGDPLTPGYPANEYAYRRGIAEAVGLPSIPVHPIGYYDAQKLLEKMGGSAPPDSSWRGSLKVPYNVGPGFTGNFSTQKVKMHIHSTNEVTRIYNVIGTLRGAVEPDRYVILGGHRDSWVFGGIDPQSGAAVVHEIVRSFGTLKKEGWRPRRTILFASWDAEEFGLLGSTEWAEENSRLLQERGVAYINADSSIEGNYTLRVDCTPLMYSLVHNLTKELKSPDEGFEGKSLYESWTKKSPSPEFSGMPRISKLGSGNDFEVFFQRLGIASGRARYTKNWET.... The pIC50 is 5.7. (2) The drug is NC(=O)c1cc(F)cc2c1C(=O)N(C1CCN(C3CCC(F)(F)CC3)CC1)C2. The target protein (Q9H665) has sequence MGPGRCLLTALLLLALAPPPEASQYCGRLEYWNPDNKCCSSCLQRFGPPPCPDYEFRENCGLNDHGDFVTPPFRKCSSGQCNPDGAELCSPCGGGAVTPTPAAGGGRTPWRCRERPVPAKGHCPLTPGNPGAPSSQERSSPASSIAWRTPEPVPQQAWPNFLPLVVLVLLLTLAVIAILLFILLWHLCWPKEKADPYPYPGLVCGVPNTHTPSSSHLSSPGALETGDTWKEASLLPLLSRELSSLASQPLSRLLDELEVLEELIVLLDPEPGPGGGMAHGTTRHLAARYGLPAAWSTFAYSLRPSRSPLRALIEMVVAREPSASLGQLGTHLAQLGRADALRVLSKLGSSGVCWA. The pIC50 is 5.0. (3) The drug is O=C(O)CCCn1cnc2c(=O)[nH]c(Nc3ccccc3)nc21. The target protein (P04407) has sequence MASHAGQQHAPAFGQAARASGPTDGRAASRPSHRQGASEARGDPELPTLLRVYIDGPHGVGKTTTSAQLMEALGPRDNIVYVPEPMTYWQVLGASETLTNIYNTQHRLDRGEISAGEAAVVMTSAQITMSTPYAATDAVLAPHIGGEAVGPQAPPPALTLVFDRHPIASLLCYPAARYLMGSMTPQAVLAFVALMPPTAPGTNLVLGVLPEAEHADRLARRQRPGERLDLAMLSAIRRVYDLLANTVRYLQRGGRWREDWGRLTGVAAATPRPDPEDGAGSLPRIEDTLFALFRVPELLAPNGDLYHIFAWVLDVLADRLLPMHLFVLDYDQSPVGCRDALLRLTAGMIPTRVTTAGSIAEIRDLARTFAREVGGV. The pIC50 is 6.2.